This data is from Forward reaction prediction with 1.9M reactions from USPTO patents (1976-2016). The task is: Predict the product of the given reaction. (1) Given the reactants [NH4+].[Cl-].C(O)C.C1COCC1.O.[NH2:12][C:13]1[C:22]([N+:23]([O-])=O)=[C:21]2[C:16]([C:17](=[O:37])[CH:18]=[C:19]([C:26]3[CH:31]=[C:30]([F:32])[C:29]([N:33]([CH3:35])[CH3:34])=[C:28]([F:36])[CH:27]=3)[O:20]2)=[CH:15][CH:14]=1, predict the reaction product. The product is: [NH2:12][C:13]1[C:22]([NH2:23])=[C:21]2[C:16]([C:17](=[O:37])[CH:18]=[C:19]([C:26]3[CH:27]=[C:28]([F:36])[C:29]([N:33]([CH3:34])[CH3:35])=[C:30]([F:32])[CH:31]=3)[O:20]2)=[CH:15][CH:14]=1. (2) Given the reactants [F:1][CH:2]([F:11])[C:3]1[C:4]([CH3:10])=[C:5]([NH2:9])[CH:6]=[CH:7][CH:8]=1.Cl[C:13](Cl)([O:15]C(=O)OC(Cl)(Cl)Cl)Cl, predict the reaction product. The product is: [F:1][CH:2]([F:11])[C:3]1[C:4]([CH3:10])=[C:5]([N:9]=[C:13]=[O:15])[CH:6]=[CH:7][CH:8]=1. (3) Given the reactants [NH2:1][C:2]1[CH:11]=[CH:10][C:5]([C:6]([O:8][CH3:9])=[O:7])=[C:4]([O:12][CH3:13])[CH:3]=1.[C:14](OC(=O)C)(=[O:16])[CH3:15], predict the reaction product. The product is: [C:14]([NH:1][C:2]1[CH:11]=[CH:10][C:5]([C:6]([O:8][CH3:9])=[O:7])=[C:4]([O:12][CH3:13])[CH:3]=1)(=[O:16])[CH3:15]. (4) Given the reactants [O:1]=[C:2]1[C:6]2([CH2:11][CH2:10][N:9]([S:12](Cl)(=[O:14])=[O:13])[CH2:8][CH2:7]2)[CH2:5][CH2:4][N:3]1[C:16]1[CH:21]=[CH:20][C:19]([O:22][C:23]([F:26])([F:25])[F:24])=[CH:18][CH:17]=1.[CH2:27]([NH:29][CH2:30][CH3:31])C, predict the reaction product. The product is: [CH2:30]([N:29]([CH3:27])[S:12]([N:9]1[CH2:10][CH2:11][C:6]2([C:2](=[O:1])[N:3]([C:16]3[CH:21]=[CH:20][C:19]([O:22][C:23]([F:26])([F:25])[F:24])=[CH:18][CH:17]=3)[CH2:4][CH2:5]2)[CH2:7][CH2:8]1)(=[O:14])=[O:13])[C:31]1[CH:8]=[CH:7][CH:6]=[CH:5][CH:4]=1. (5) Given the reactants [CH:1]1([CH2:4][O:5][C:6]2[C:11]([O:12][CH3:13])=[CH:10][CH:9]=[CH:8][C:7]=2/[CH:14]=[CH:15]/[C:16]2[O:17][C:18]3[C:23]([C:24](=[O:27])[C:25]=2[I:26])=[CH:22][CH:21]=[CH:20][CH:19]=3)[CH2:3][CH2:2]1.[CH:28]1(OC2C(OC)=CC=CC=2C=O)CCCC1.OC1C=CC=CC=1C(=O)C, predict the reaction product. The product is: [CH:4]1([O:5][C:6]2[C:11]([O:12][CH3:13])=[CH:10][CH:9]=[CH:8][C:7]=2/[CH:14]=[CH:15]/[C:16]2[O:17][C:18]3[C:23]([C:24](=[O:27])[C:25]=2[I:26])=[CH:22][CH:21]=[CH:20][CH:19]=3)[CH2:28][CH2:2][CH2:3][CH2:1]1. (6) Given the reactants [CH3:1][C:2]([OH:4])=O.[CH3:5][N:6]1[C@@H]2[CH2:23][C:11]3[CH:12]=[CH:13][C:14]([OH:26])=[C:15]4[O:16][C@H:17]5[C:18]([O:24]C)=[CH:19][CH:20]=C2[C@:9]5([C:10]=34)[CH2:8][CH2:7]1.C(OO)(=O)C.OO, predict the reaction product. The product is: [CH3:5][N:6]1[C@@H:1]2[CH2:23][C:11]3=[CH:12][CH:13]=[C:14]([OH:26])[C:15]4[O:16][C@H:17]5[C:18]([CH2:19][CH2:20][C@:2]2([OH:4])[C@:9]5([C:10]=43)[CH2:8][CH2:7]1)=[O:24]. (7) Given the reactants [Br:1][C:2]1[S:6][C:5]([C:7]#[N:8])=[N:4][N:3]=1.[N-:9]=[N+:10]=[N-:11].[Na+].Cl, predict the reaction product. The product is: [Br:1][C:2]1[S:6][C:5]([C:7]2[NH:11][N:10]=[N:9][N:8]=2)=[N:4][N:3]=1. (8) Given the reactants Cl.[N+:2]([C:5]1[CH:12]=[CH:11][C:8]([CH2:9][NH2:10])=[CH:7][CH:6]=1)([O-:4])=[O:3].C(N(CC)CC)C.[CH3:20][C:21]1[CH:30]=[C:29]2[C:24]([C:25](Cl)=[N:26][C:27]([Cl:31])=[N:28]2)=[CH:23][CH:22]=1.ClC1N=C(Cl)C2C(=CC=CC=2)N=1.C(Cl)(Cl)Cl, predict the reaction product. The product is: [Cl:31][C:27]1[N:26]=[C:25]([NH:10][CH2:9][C:8]2[CH:7]=[CH:6][C:5]([N+:2]([O-:4])=[O:3])=[CH:12][CH:11]=2)[C:24]2[C:29](=[CH:30][C:21]([CH3:20])=[CH:22][CH:23]=2)[N:28]=1. (9) The product is: [Br:1][C:2]1[CH:7]=[CH:6][C:5]([O:8][CH3:13])=[C:4]([N+:9]([O-:11])=[O:10])[C:3]=1[CH3:12]. Given the reactants [Br:1][C:2]1[CH:7]=[CH:6][C:5]([OH:8])=[C:4]([N+:9]([O-:11])=[O:10])[C:3]=1[CH3:12].[C:13](=O)([O-])[O-].[K+].[K+].CI, predict the reaction product. (10) Given the reactants [H-].[Na+].[Br:3][C:4]1[O:8][C:7]([CH2:9][OH:10])=[CH:6][CH:5]=1.[CH2:11](I)[CH3:12], predict the reaction product. The product is: [Br:3][C:4]1[O:8][C:7]([CH2:9][O:10][CH2:11][CH3:12])=[CH:6][CH:5]=1.